This data is from Forward reaction prediction with 1.9M reactions from USPTO patents (1976-2016). The task is: Predict the product of the given reaction. (1) Given the reactants [CH3:1][C:2]1[C:3]([O:9][CH3:10])=[N:4][CH:5]=[CH:6][C:7]=1[CH3:8].[Br:11]N1C(=O)CCC1=O, predict the reaction product. The product is: [Br:11][CH2:1][C:2]1[C:3]([O:9][CH3:10])=[N:4][CH:5]=[CH:6][C:7]=1[CH3:8]. (2) Given the reactants C(OC([N:8]1[CH2:13][CH2:12][CH2:11][CH:10]([C:14]([OH:16])=[O:15])[CH2:9]1)=O)(C)(C)C.C(O)(C(F)(F)F)=O, predict the reaction product. The product is: [NH:8]1[CH2:13][CH2:12][CH2:11][CH:10]([C:14]([OH:16])=[O:15])[CH2:9]1.